Task: Predict the product of the given reaction.. Dataset: Forward reaction prediction with 1.9M reactions from USPTO patents (1976-2016) Given the reactants [NH2:1][C:2]1[CH:11]=[C:10]2[C:5]([CH:6]=[CH:7][C:8]([S:12]([NH:15][C:16]3[CH:17]=[CH:18][C:19]([Cl:25])=[C:20]([CH:24]=3)[C:21]([OH:23])=[O:22])(=[O:14])=[O:13])=[CH:9]2)=[CH:4][CH:3]=1.Cl.[CH3:27]O, predict the reaction product. The product is: [NH2:1][C:2]1[CH:11]=[C:10]2[C:5]([CH:6]=[CH:7][C:8]([S:12]([NH:15][C:16]3[CH:17]=[CH:18][C:19]([Cl:25])=[C:20]([CH:24]=3)[C:21]([O:23][CH3:27])=[O:22])(=[O:14])=[O:13])=[CH:9]2)=[CH:4][CH:3]=1.